This data is from Full USPTO retrosynthesis dataset with 1.9M reactions from patents (1976-2016). The task is: Predict the reactants needed to synthesize the given product. (1) Given the product [CH2:1]([C:3]([CH2:6][OH:7])([CH2:8][CH3:9])[CH2:4][O:5][C:17]1[CH:18]=[CH:19][CH:20]=[C:13]([N+:10]([O-:12])=[O:11])[C:14]=1[C:15]#[N:16])[CH3:2], predict the reactants needed to synthesize it. The reactants are: [CH2:1]([C:3]([CH2:8][CH3:9])([CH2:6][OH:7])[CH2:4][OH:5])[CH3:2].[N+:10]([C:13]1[CH:20]=[CH:19][CH:18]=[C:17]([N+]([O-])=O)[C:14]=1[C:15]#[N:16])([O-:12])=[O:11]. (2) Given the product [F:8][C:9]1[CH:17]=[C:16]([O:18][CH2:19][C:20]#[CH:21])[C:15]([F:22])=[CH:14][C:10]=1[C:11]([Cl:25])=[O:12], predict the reactants needed to synthesize it. The reactants are: C1(C)C=CC=CC=1.[F:8][C:9]1[CH:17]=[C:16]([O:18][CH2:19][C:20]#[CH:21])[C:15]([F:22])=[CH:14][C:10]=1[C:11](O)=[O:12].S(Cl)([Cl:25])=O. (3) The reactants are: [Si](O[C@H](CO[Si](C(C)(C)C)(C)C)C[N:11]1[C:19]2[C:14](=[CH:15][C:16]([CH2:20]Br)=[CH:17][CH:18]=2)[CH:13]=[C:12]1[C:22]#[N:23])(C(C)(C)C)(C)C.[NH:33]1[CH2:38][CH2:37][CH:36]([NH:39][C:40]2[C:41]3[CH:48]=[C:47]([CH2:49][C:50]([F:53])([F:52])[F:51])[S:46][C:42]=3[N:43]=[CH:44][N:45]=2)[CH2:35][CH2:34]1.CCN(C(C)C)C(C)C. Given the product [F:52][C:50]([F:51])([F:53])[CH2:49][C:47]1[S:46][C:42]2[N:43]=[CH:44][N:45]=[C:40]([NH:39][CH:36]3[CH2:35][CH2:34][N:33]([CH2:20][C:16]4[CH:15]=[C:14]5[C:19](=[CH:18][CH:17]=4)[NH:11][C:12]([C:22]#[N:23])=[CH:13]5)[CH2:38][CH2:37]3)[C:41]=2[CH:48]=1, predict the reactants needed to synthesize it. (4) Given the product [C:1]([O:5][C:6](=[O:19])[C:7]([S:10][C:11]1[S:12][CH:13]=[C:14]([CH2:16][CH2:17][O:18][C:24]2[CH:23]=[CH:22][C:21]([Br:20])=[CH:26][N:25]=2)[N:15]=1)([CH3:9])[CH3:8])([CH3:2])([CH3:4])[CH3:3], predict the reactants needed to synthesize it. The reactants are: [C:1]([O:5][C:6](=[O:19])[C:7]([S:10][C:11]1[S:12][CH:13]=[C:14]([CH2:16][CH2:17][OH:18])[N:15]=1)([CH3:9])[CH3:8])([CH3:4])([CH3:3])[CH3:2].[Br:20][C:21]1[CH:22]=[CH:23][C:24](O)=[N:25][CH:26]=1.C1(P(C2C=CC=CC=2)C2C=CC=CC=2)C=CC=CC=1.[N+](C(OC(C)C)=O)(C(OC(C)C)=O)=[N-].